This data is from Full USPTO retrosynthesis dataset with 1.9M reactions from patents (1976-2016). The task is: Predict the reactants needed to synthesize the given product. (1) Given the product [CH:1]1([CH2:4][O:5][C:6]2[CH:11]=[C:10]([F:12])[C:9]([O:13][CH3:14])=[CH:8][C:7]=2[C:15]2[CH:20]=[CH:19][N:18]=[C:17]3[C:21]([C:33]([NH:36][C@H:37]4[CH2:42][CH2:41][C@H:40]([NH:43][C:44](=[O:50])[O:45][C:46]([CH3:48])([CH3:47])[CH3:49])[CH2:39][CH2:38]4)=[O:35])=[C:22]([CH3:32])[N:23]([CH2:24][O:25][CH2:26][CH2:27][Si:28]([CH3:31])([CH3:29])[CH3:30])[C:16]=23)[CH2:2][CH2:3]1, predict the reactants needed to synthesize it. The reactants are: [CH:1]1([CH2:4][O:5][C:6]2[CH:11]=[C:10]([F:12])[C:9]([O:13][CH3:14])=[CH:8][C:7]=2[C:15]2[CH:20]=[CH:19][N:18]=[C:17]3[C:21]([C:33]([OH:35])=O)=[C:22]([CH3:32])[N:23]([CH2:24][O:25][CH2:26][CH2:27][Si:28]([CH3:31])([CH3:30])[CH3:29])[C:16]=23)[CH2:3][CH2:2]1.[NH2:36][C@H:37]1[CH2:42][CH2:41][C@H:40]([NH:43][C:44](=[O:50])[O:45][C:46]([CH3:49])([CH3:48])[CH3:47])[CH2:39][CH2:38]1. (2) Given the product [NH2:16][C:17]1[CH:18]=[C:19]([CH2:23][C:24]2[CH:32]=[CH:31][C:27]([C:28]([NH:9][CH2:8][C:7]3[CH:10]=[C:3]([Cl:2])[CH:4]=[CH:5][C:6]=3[S:11]([CH2:14][CH3:15])(=[O:13])=[O:12])=[O:29])=[CH:26][C:25]=2[C:33]([F:34])([F:35])[F:36])[CH:20]=[CH:21][CH:22]=1, predict the reactants needed to synthesize it. The reactants are: Cl.[Cl:2][C:3]1[CH:4]=[CH:5][C:6]([S:11]([CH2:14][CH3:15])(=[O:13])=[O:12])=[C:7]([CH:10]=1)[CH2:8][NH2:9].[NH2:16][C:17]1[CH:18]=[C:19]([CH2:23][C:24]2[CH:32]=[CH:31][C:27]([C:28](O)=[O:29])=[CH:26][C:25]=2[C:33]([F:36])([F:35])[F:34])[CH:20]=[CH:21][CH:22]=1. (3) Given the product [Cl:14][C:11]1[CH:10]=[CH:9][C:8]([C:6]2[CH:5]=[CH:4][N:2]=[C:3]([C:26]3[C:25]([O:24][CH3:23])=[C:30]([N:31]4[CH:35]=[C:34]([CH3:36])[N:33]=[CH:32]4)[CH:29]=[CH:28][C:27]=3[NH2:37])[N:19]=2)=[CH:13][CH:12]=1, predict the reactants needed to synthesize it. The reactants are: C[N:2]([CH:4]=[CH:5][C:6]([C:8]1[CH:13]=[CH:12][C:11]([Cl:14])=[CH:10][CH:9]=1)=O)[CH3:3].[N+]([O-])(O)=O.[N+:19]([O-])(O)=O.[CH3:23][O:24][C:25]1[CH:26]=[C:27]([NH:37]C(N)=N)[CH:28]=[CH:29][C:30]=1[N:31]1[CH:35]=[C:34]([CH3:36])[N:33]=[CH:32]1. (4) Given the product [CH2:11]([N:4]1[C:5]2[C:6](=[N:7][CH:8]=[CH:9][CH:10]=2)[C:2]([C:17]2[CH:18]=[CH:19][C:14]([OH:13])=[CH:15][CH:16]=2)=[N:3]1)[CH3:12], predict the reactants needed to synthesize it. The reactants are: Br[C:2]1[C:6]2=[N:7][CH:8]=[CH:9][CH:10]=[C:5]2[N:4]([CH2:11][CH3:12])[N:3]=1.[OH:13][C:14]1[CH:19]=[CH:18][C:17](B(O)O)=[CH:16][CH:15]=1.C([O-])([O-])=O.[Na+].[Na+].COCCOC. (5) Given the product [CH2:61]([N:7]([CH2:6][CH2:5][CH2:4][C:3]([O:2][CH3:1])=[O:53])[CH2:8][CH2:9][CH2:10][NH:11][C:12]([C@:14]12[CH2:49][CH2:48][C@@H:47]([C:50]([CH3:52])=[CH2:51])[C@@H:15]1[C@@H:16]1[C@@:29]([CH3:32])([CH2:30][CH2:31]2)[C@@:28]2([CH3:33])[C@@H:19]([C@:20]3([CH3:46])[C@@H:25]([CH2:26][CH2:27]2)[C:24]([CH3:35])([CH3:34])[C:23]([C:36]2[CH:37]=[CH:38][C:39]([C:40]([O:42][CH3:43])=[O:41])=[CH:44][CH:45]=2)=[CH:22][CH2:21]3)[CH2:18][CH2:17]1)=[O:13])[CH3:62], predict the reactants needed to synthesize it. The reactants are: [CH3:1][O:2][C:3](=[O:53])[CH2:4][CH2:5][CH2:6][NH:7][CH2:8][CH2:9][CH2:10][NH:11][C:12]([C@:14]12[CH2:49][CH2:48][C@@H:47]([C:50]([CH3:52])=[CH2:51])[C@@H:15]1[C@@H:16]1[C@@:29]([CH3:32])([CH2:30][CH2:31]2)[C@@:28]2([CH3:33])[C@@H:19]([C@:20]3([CH3:46])[C@@H:25]([CH2:26][CH2:27]2)[C:24]([CH3:35])([CH3:34])[C:23]([C:36]2[CH:45]=[CH:44][C:39]([C:40]([O:42][CH3:43])=[O:41])=[CH:38][CH:37]=2)=[CH:22][CH2:21]3)[CH2:18][CH2:17]1)=[O:13].C(=O)([O-])[O-].[K+].[K+].O1CCO[CH2:62][CH2:61]1. (6) Given the product [CH:23]([C:20]1[CH:21]=[CH:22][C:17]([CH:14]2[C:13]3[C:26]([CH3:27])=[C:9]([NH2:8])[C:10]([CH3:29])=[C:11]([CH3:28])[C:12]=3[O:16][CH2:15]2)=[CH:18][CH:19]=1)([CH3:25])[CH3:24], predict the reactants needed to synthesize it. The reactants are: C([NH:8][C:9]1[C:10]([CH3:29])=[C:11]([CH3:28])[C:12]2[O:16][CH2:15][CH:14]([C:17]3[CH:22]=[CH:21][C:20]([CH:23]([CH3:25])[CH3:24])=[CH:19][CH:18]=3)[C:13]=2[C:26]=1[CH3:27])C1C=CC=CC=1.C([O-])=O.[NH4+].